From a dataset of Full USPTO retrosynthesis dataset with 1.9M reactions from patents (1976-2016). Predict the reactants needed to synthesize the given product. (1) Given the product [CH2:13]([O:12][C:10](=[O:11])[CH2:9][CH2:8][C@H:5]1[CH2:4][CH2:3][C@H:2]([OH:1])[CH2:7][N:6]1[C:15]([O:17][C:18]([CH3:21])([CH3:20])[CH3:19])=[O:16])[CH3:14], predict the reactants needed to synthesize it. The reactants are: [OH:1][C:2]1[CH:3]=[CH:4][C:5]([CH2:8][CH2:9][C:10]([O:12][CH2:13][CH3:14])=[O:11])=[N:6][CH:7]=1.[C:15](O[C:15]([O:17][C:18]([CH3:21])([CH3:20])[CH3:19])=[O:16])([O:17][C:18]([CH3:21])([CH3:20])[CH3:19])=[O:16].C(N(CC)CC)C. (2) Given the product [CH2:3]([N:5]([CH2:38][CH3:39])[CH2:6][CH2:7][NH:8][C:9]([C:11]1[C:24]2[C:15](=[N:16][C:17]3[C:22]([N:23]=2)=[CH:21][CH:20]=[C:19]([I:1])[CH:18]=3)[CH:14]=[CH:13][CH:12]=1)=[O:10])[CH3:4], predict the reactants needed to synthesize it. The reactants are: [I:1]I.[CH2:3]([N:5]([CH2:38][CH3:39])[CH2:6][CH2:7][NH:8][C:9]([C:11]1[C:24]2[C:15](=[N:16][C:17]3[C:22]([N:23]=2)=[CH:21][CH:20]=[C:19]([Sn](CCCC)(CCCC)CCCC)[CH:18]=3)[CH:14]=[CH:13][CH:12]=1)=[O:10])[CH3:4].C(=O)([O-])[O-].[Na+].[Na+]. (3) Given the product [Cl:15][C:10]1[CH:11]=[C:12]([N:26]2[CH2:25][C@@H:24]([CH3:23])[O:29][C@@H:28]([CH3:30])[CH2:27]2)[N:13]=[C:8]([N:7]2[C:6]3[CH:16]=[CH:17][CH:18]=[C:19]([O:20][CH3:21])[C:5]=3[N:4]=[C:3]2[CH:2]([F:22])[F:1])[N:9]=1, predict the reactants needed to synthesize it. The reactants are: [F:1][CH:2]([F:22])[C:3]1[N:7]([C:8]2[N:13]=[C:12](Cl)[CH:11]=[C:10]([Cl:15])[N:9]=2)[C:6]2[CH:16]=[CH:17][CH:18]=[C:19]([O:20][CH3:21])[C:5]=2[N:4]=1.[CH3:23][C@H:24]1[O:29][C@@H:28]([CH3:30])[CH2:27][NH:26][CH2:25]1.C(=O)([O-])[O-].[K+].[K+].O.